Task: Predict the product of the given reaction.. Dataset: Forward reaction prediction with 1.9M reactions from USPTO patents (1976-2016) (1) Given the reactants [F:1][C:2]1[CH:7]=[CH:6][C:5]([N:8]2[C:12](B(O)O)=[CH:11][C:10]([C:16]([F:19])([F:18])[F:17])=[N:9]2)=[C:4]([CH3:20])[CH:3]=1.Br[C:22]1[CH:23]=[CH:24][C:25]2[O:26][CH2:27][C:28](=[O:32])[NH:29][C:30]=2[N:31]=1, predict the reaction product. The product is: [F:1][C:2]1[CH:7]=[CH:6][C:5]([N:8]2[C:12]([C:22]3[CH:23]=[CH:24][C:25]4[O:26][CH2:27][C:28](=[O:32])[NH:29][C:30]=4[N:31]=3)=[CH:11][C:10]([C:16]([F:19])([F:18])[F:17])=[N:9]2)=[C:4]([CH3:20])[CH:3]=1. (2) Given the reactants C([O:8][C:9]1[CH:17]=[C:16]2[C:12]([C@H:13]([CH2:37][Cl:38])[CH2:14][N:15]2[C:18]([C:20]2[NH:21][C:22]3[C:27]([CH:28]=2)=[CH:26][C:25]([O:29][CH2:30][CH2:31][N:32]2[CH2:36][CH2:35][CH2:34][CH2:33]2)=[CH:24][CH:23]=3)=[O:19])=[C:11]2[S:39][C:40]([CH3:42])=[CH:41][C:10]=12)C1C=CC=CC=1, predict the reaction product. The product is: [ClH:38].[Cl:38][CH2:37][C@H:13]1[C:12]2[C:16](=[CH:17][C:9]([OH:8])=[C:10]3[CH:41]=[C:40]([CH3:42])[S:39][C:11]3=2)[N:15]([C:18]([C:20]2[NH:21][C:22]3[C:27]([CH:28]=2)=[CH:26][C:25]([O:29][CH2:30][CH2:31][N:32]2[CH2:33][CH2:34][CH2:35][CH2:36]2)=[CH:24][CH:23]=3)=[O:19])[CH2:14]1. (3) Given the reactants Br[C:2]1[CH:7]=[CH:6][CH:5]=[CH:4][N:3]=1.[NH2:8][C:9]1[CH:14]=[CH:13][CH:12]=[CH:11][CH:10]=1.CC(C)([O-])C.[Na+].C(OCC)(=O)C, predict the reaction product. The product is: [C:9]1([NH:8][C:2]2[CH:7]=[CH:6][CH:5]=[CH:4][N:3]=2)[CH:14]=[CH:13][CH:12]=[CH:11][CH:10]=1. (4) Given the reactants [C:1]1([CH:7]([NH2:18])[C:8]2[CH:13]=[CH:12][C:11]([C:14]([F:17])([F:16])[F:15])=[CH:10][CH:9]=2)[CH:6]=[CH:5][CH:4]=[CH:3][CH:2]=1.[C:19]1([CH2:25][CH2:26][C:27]([NH:29][CH2:30][C:31](O)=[O:32])=[O:28])[CH:24]=[CH:23][CH:22]=[CH:21][CH:20]=1, predict the reaction product. The product is: [C:19]1([CH2:25][CH2:26][C:27]([NH:29][CH2:30][C:31](=[O:32])[NH:18][CH:7]([C:1]2[CH:2]=[CH:3][CH:4]=[CH:5][CH:6]=2)[C:8]2[CH:13]=[CH:12][C:11]([C:14]([F:16])([F:17])[F:15])=[CH:10][CH:9]=2)=[O:28])[CH:24]=[CH:23][CH:22]=[CH:21][CH:20]=1. (5) Given the reactants Br[C:2]1[N:3]=[CH:4][C:5]([NH:8][C:9](=[O:27])[CH:10]([NH:14][CH:15]2[CH2:24][CH2:23][C:22]3[C:17](=[C:18]([F:26])[CH:19]=[C:20]([F:25])[CH:21]=3)[CH2:16]2)[CH2:11][CH2:12][CH3:13])=[N:6][CH:7]=1.[CH3:28][C:29]([CH:31]=[CH2:32])=[O:30].C(N(C(C)C)CC)(C)C, predict the reaction product. The product is: [O:30]=[C:29]([CH3:28])[CH2:31][CH2:32][C:2]1[N:3]=[CH:4][C:5]([NH:8][C:9](=[O:27])[CH:10]([NH:14][CH:15]2[CH2:24][CH2:23][C:22]3[C:17](=[C:18]([F:26])[CH:19]=[C:20]([F:25])[CH:21]=3)[CH2:16]2)[CH2:11][CH2:12][CH3:13])=[N:6][CH:7]=1. (6) Given the reactants [F:1][C:2]1[CH:7]=[CH:6][C:5]([CH2:8][C:9]2[CH:18]=[C:17]3[C:12]([C:13]([OH:31])=[C:14]([C:24]([NH:26][CH2:27][CH2:28][O:29][CH3:30])=[O:25])[C:15](=[O:23])[N:16]3[CH2:19][C:20](O)=[O:21])=[N:11][CH:10]=2)=[CH:4][CH:3]=1.C(O)(=O)C(O)=O.[NH2:38][CH2:39][CH2:40][P:41](=[O:48])([O:45][CH2:46][CH3:47])[O:42][CH2:43][CH3:44].CN(C(ON1N=NC2C=CC=NC1=2)=[N+](C)C)C.F[P-](F)(F)(F)(F)F.NCCP(=O)(OCC)OCC, predict the reaction product. The product is: [CH2:46]([O:45][P:41]([CH2:40][CH2:39][NH:38][C:20](=[O:21])[CH2:19][N:16]1[C:17]2[C:12](=[N:11][CH:10]=[C:9]([CH2:8][C:5]3[CH:6]=[CH:7][C:2]([F:1])=[CH:3][CH:4]=3)[CH:18]=2)[C:13]([OH:31])=[C:14]([C:24]([NH:26][CH2:27][CH2:28][O:29][CH3:30])=[O:25])[C:15]1=[O:23])(=[O:48])[O:42][CH2:43][CH3:44])[CH3:47]. (7) The product is: [CH3:16][CH:17]1[CH2:26][CH2:25][C:24]2[C:19](=[CH:20][CH:21]=[CH:22][CH:23]=2)[NH:18]1. Given the reactants N1CCC[C@@H]1C(N)=O.C(N(CC)CC)C.[CH3:16][C:17]1[CH:26]=[CH:25][C:24]2[C:19](=[CH:20][CH:21]=[CH:22][CH:23]=2)[N:18]=1.C(O)=O.C(N(CC)CC)C, predict the reaction product. (8) The product is: [NH:1]([C:21]([O:23][CH2:24][CH:25]1[C:26]2[C:31](=[CH:30][CH:29]=[CH:28][CH:27]=2)[C:32]2[C:37]1=[CH:36][CH:35]=[CH:34][CH:33]=2)=[O:22])[C@H:2]([C:7]([OH:9])=[O:8])[C@H:3]([CH2:5][CH3:6])[CH3:4]. Given the reactants [NH:1]([C:21]([O:23][CH2:24][CH:25]1[C:37]2[C:32](=[CH:33][CH:34]=[CH:35][CH:36]=2)[C:31]2[C:26]1=[CH:27][CH:28]=[CH:29][CH:30]=2)=[O:22])[C@H:2]([C:7]([O:9]C1C(F)=C(F)C(F)=C(F)C=1F)=[O:8])[C@H:3]([CH2:5][CH3:6])[CH3:4], predict the reaction product. (9) The product is: [O:1]1[C:2]2[CH:9]=[CH:8][CH:7]=[CH:6][C:3]=2[CH:4]=[C:5]1[C:25]1([OH:28])[CH2:26][CH2:27][C:22]([N:21]([CH3:20])[CH3:35])([C:29]2[CH:34]=[CH:33][CH:32]=[CH:31][CH:30]=2)[CH2:23][CH2:24]1. Given the reactants [O:1]1[CH:5]=[CH:4][C:3]2[CH:6]=[CH:7][CH:8]=[CH:9][C:2]1=2.C([Li])(C)(C)C.CCCCC.[CH3:20][N:21]([CH3:35])[C:22]1([C:29]2[CH:34]=[CH:33][CH:32]=[CH:31][CH:30]=2)[CH2:27][CH2:26][C:25](=[O:28])[CH2:24][CH2:23]1, predict the reaction product.